Binary Classification. Given a miRNA mature sequence and a target amino acid sequence, predict their likelihood of interaction. From a dataset of Experimentally validated miRNA-target interactions with 360,000+ pairs, plus equal number of negative samples. (1) The miRNA is hsa-miR-3649 with sequence AGGGACCUGAGUGUCUAAG. The protein sequence of the target gene is MAAAGLALLCRRVSSALKSSRSLITPQVPACTGFFLSLLPKSTPNVTSFHQYRLLHTTLSRKGLEEFFDDPKNWGQEKVKSGAAWTCQQLRNKSNEDLHKLWYVLLKERNMLLTLEQEAKRQRLPMPSPERLDKVVDSMDALDKVVQEREDALRLLQTGQERARPGAWRRDIFGRIIWHKFKQWVIPWHLNKRYNRKRFFALPYVDHFLRLEREKRARIKARKENLERKKAKILLKKFPHLAEAQKSSLV. Result: 0 (no interaction). (2) The miRNA is hsa-let-7g-5p with sequence UGAGGUAGUAGUUUGUACAGUU. The protein sequence of the target gene is MNLVGSYAHHHHHHHPHPAHPMLHEPFLFGPASRCHQERPYFQSWLLSPADAAPDFPAGGPPPAAAAAATAYGPDARPGQSPGRLEALGGRLGRRKGSGPKKERRRTESINSAFAELRECIPNVPADTKLSKIKTLRLATSYIAYLMDVLAKDAQSGDPEAFKAELKKADGGRESKRKRELQQHEGFPPALGPVEKRIKGRTGWPQQVWALELNQ. Result: 1 (interaction). (3) The miRNA is mmu-miR-191-5p with sequence CAACGGAAUCCCAAAAGCAGCUG. Result: 0 (no interaction). The protein sequence of the target gene is MYNTVWSMDRDDADWREVMMPYSTELIFYIEMDPPALPPKPPKPMTPAVTNGMKDSFISLQDAEWYWGDISREEVNDKLRDMPDGTFLVRDASTKMQGDYTLTLRKGGNNKLIKIYHRDGKYGFSEPLTFTSVVELINHYHHESLAQYNPKLDVKLTYPVSRFQQDQLVKEDNIDAVGKNLQEFHSQYQEKSKEYDRLYEEYTRTSQEIQMKRTAIEAFNETIKIFEEQCHTQEQHSKDYIERFRREGNEKEIERIMMNYDKLKSRLGEIHDSKLRLEQDLKKQALDNREIDKKMNSIKP.... (4) The protein sequence of the target gene is MASVWKRLQRVGKHASKFQFVASYQELMVECTKKWQPDKLVVVWTRRSRRKSSKAHSWQPGIKNPYRGVVVWPVPENIEITVTLFKDPHAEEFEDKEWTFVIENESPSGRRKALATSSINMKQYASPMPTQTDVKLKFKPLSKKVVSAALQFSLSCIFLREGKATDEDMQSLASLMSMKQADIGNLDDFEEDNEDDDENRVNQEEKAAKITEIVNQLNALSSLDEDQDDCIKQANMRSAKSASSSEELINKLNFLDEAEKDLATVNSNPFDDPDAAELNPFGDPDSEEPITETASPRKTE.... The miRNA is hsa-miR-1825 with sequence UCCAGUGCCCUCCUCUCC. Result: 0 (no interaction). (5) The miRNA is hsa-miR-221-5p with sequence ACCUGGCAUACAAUGUAGAUUU. The protein sequence of the target gene is MNFNVWNIKEMLSIPSGSGNKKSSNWNNNQNDYSSLSDSQFLFGSQFCPENSETLSAPLDFGAHLRHSKQSQQNYLEGEPSIFTKYQTKPQLFGGDIKDGGLFPPPLSVGKSKGLLEQFEEKKKRAKDKCDSETLYNFVSNVRESILRLQTSVEKSEDHLSSRSQSILDSLETVAKTLQETIQAQNDLVFEAVQDKGNMEQAILEMKKRFEARQGEFIEMKSNLKHLEVLVAQQSQEFQQLCEQLGQLNVPSVLAELKRLISVPPVKDSASQTSPPLAQSLNLTRQEKYTSEKPVLWQAQ.... Result: 1 (interaction). (6) The miRNA is hsa-miR-1263 with sequence AUGGUACCCUGGCAUACUGAGU. The protein sequence of the target gene is MEAQSYQEVMKNNGQHLFSSQHRSLTRQSRRRTATNNTLMERFLQDVLRHHPYNYQDNRSAPNEPEAAAAAAAAADPGSPEVVVVLDDSDEKEDDTADSGAERNSEDSGSVEEIDYRPGTSQEHAEVAVRPSVIQKLERGQQQSLELAHKVESGVKKVNSVGVVQATTSGKKLVRPPVICNAPASSLPSGSFERPVAANSVPRLVLAVASDSFPACDTENLETYFDSPDQGPSNPSSQPKTKDPKKKLSINLDKLLAQRNLRAKGASFSPVVRVRELTGSELCSVRAESSELEAGTAGNP.... Result: 0 (no interaction). (7) The miRNA is hsa-miR-6086 with sequence GGAGGUUGGGAAGGGCAGAG. The protein sequence of the target gene is MDEPWWEGRVASDVHCTLREKELKLPTFRAHSPLLKSRRFFVDILTLLSRHCHLCPSARHLAIYLLDHFMDQYNITTSKQLYTVAVSCLLLASKFEDREDRVPKLEQINNTRILSSQNFSLTKKELLTTELLLLEAFSWDLCLPTPAHFLDYYLLASISQKDHHCHAWPTTCLRKTKECLKEYAHYFLEVTLQDHIFYKFQPSVVAAACVGASRICLQLSPYWTRDLQRVSSYSLEHLSTCIEILLVAYDNVLKDAVAVKSQTLAMVPGSSSAPAQVLFQPPTYPTLSQPPPTTLAQFQS.... Result: 0 (no interaction). (8) The miRNA is hsa-miR-3133 with sequence UAAAGAACUCUUAAAACCCAAU. The protein sequence of the target gene is MTSSPVSRVVYNGKRNSSPRSPTNSSEIFTPAHEENVRFIYEAWQGVERDLRSQLSSGERCLVEEYVEKVPNPSLKTFKPIDLSDLKRRNTQDAKKS. Result: 0 (no interaction). (9) The miRNA is hsa-miR-3615 with sequence UCUCUCGGCUCCUCGCGGCUC. The protein sequence of the target gene is MSHLSQQRIYSGENPFACKVCGKVFSHKSNLTEHEHFHTREKPFECNECGKAFSQKQYVIKHQNTHTGEKLFECNECGKSFSQKENLLTHQKIHTGEKPFECKDCGKAFIQKSNLIRHQRTHTGEKPFVCKECGKTFSGKSNLTEHEKIHIGEKPFKCSECGTAFGQKKYLIKHQNIHTGEKPYECNECGKAFSQRTSLIVHVRIHSGDKPYECNVCGKAFSQSSSLTVHVRSHTGEKPYGCNECGKAFSQFSTLALHLRIHTGKKPYQCSECGKAFSQKSHHIRHQKIHTH. Result: 0 (no interaction).